The task is: Predict the product of the given reaction.. This data is from Forward reaction prediction with 1.9M reactions from USPTO patents (1976-2016). (1) Given the reactants [NH2:1][C:2]1[CH:7]=[C:6]([O:8][C:9]2[CH:14]=[CH:13][C:12]([NH:15][C:16]([NH:18][C:19]3[N:23]([C:24]4[CH:25]=[C:26]5[C:31](=[CH:32][CH:33]=4)[N:30]=[CH:29][CH:28]=[CH:27]5)[N:22]=[C:21]([CH:34]([CH3:36])[CH3:35])[CH:20]=3)=[O:17])=[C:11]([F:37])[CH:10]=2)[CH:5]=[CH:4][N:3]=1.N1C=CC=CC=1.[C:44](OC(=O)C)(=[O:46])[CH3:45], predict the reaction product. The product is: [C:44]([NH:1][C:2]1[CH:7]=[C:6]([O:8][C:9]2[CH:14]=[CH:13][C:12]([NH:15][C:16]([NH:18][C:19]3[N:23]([C:24]4[CH:25]=[C:26]5[C:31](=[CH:32][CH:33]=4)[N:30]=[CH:29][CH:28]=[CH:27]5)[N:22]=[C:21]([CH:34]([CH3:35])[CH3:36])[CH:20]=3)=[O:17])=[C:11]([F:37])[CH:10]=2)[CH:5]=[CH:4][N:3]=1)(=[O:46])[CH3:45]. (2) Given the reactants [C:1]([C:5]1[O:21][C:9]2=[C:10]3[C:15]4=[C:16]([CH2:18][CH2:19][CH2:20][N:14]4[CH2:13][CH2:12][CH2:11]3)[CH:17]=[C:8]2/[C:7](=[CH:22]/[CH:23]=[CH:24]/[CH:25]=[CH:26]/[C:27]2[C:35]([CH2:37][CH2:38][CH2:39][CH2:40][S:41]([O-:44])(=[O:43])=[O:42])([CH3:36])[C:34]3[C:29](=[C:30]([F:48])[C:31]([F:47])=[C:32]([F:46])[C:33]=3[F:45])[N+:28]=2[CH2:49][CH2:50][CH2:51][CH2:52][CH2:53][C:54]([OH:56])=[O:55])/[CH:6]=1)([CH3:4])([CH3:3])[CH3:2].[B-](F)(F)(F)F.CN(C(O[N:70]1[C:75](=[O:76])[CH2:74][CH2:73][C:71]1=[O:72])=[N+](C)C)C.C(N(CC)C(C)C)(C)C.CO, predict the reaction product. The product is: [C:1]([C:5]1[O:21][C:9]2=[C:10]3[C:15]4=[C:16]([CH2:18][CH2:19][CH2:20][N:14]4[CH2:13][CH2:12][CH2:11]3)[CH:17]=[C:8]2/[C:7](=[CH:22]/[CH:23]=[CH:24]/[CH:25]=[CH:26]/[C:27]2[C:35]([CH2:37][CH2:38][CH2:39][CH2:40][S:41]([O-:44])(=[O:42])=[O:43])([CH3:36])[C:34]3[C:29](=[C:30]([F:48])[C:31]([F:47])=[C:32]([F:46])[C:33]=3[F:45])[N+:28]=2[CH2:49][CH2:50][CH2:51][CH2:52][CH2:53][C:54]([O:56][N:70]2[C:75](=[O:76])[CH2:74][CH2:73][C:71]2=[O:72])=[O:55])/[CH:6]=1)([CH3:2])([CH3:3])[CH3:4]. (3) The product is: [NH2:3][C:6]1[CH:7]=[CH:8][C:9]([C@@H:12]2[CH2:14][C@H:13]2[C:15]([O:17][CH3:18])=[O:16])=[CH:10][CH:11]=1. Given the reactants CO.[N+:3]([C:6]1[CH:11]=[CH:10][C:9]([C@@H:12]2[CH2:14][C@H:13]2[C:15]([O:17][CH3:18])=[O:16])=[CH:8][CH:7]=1)([O-])=O, predict the reaction product. (4) Given the reactants [OH:1][C@H:2]1[CH2:10][C:9]2[C:4](=[CH:5][CH:6]=[CH:7][CH:8]=2)[C@H:3]1[NH:11][C:12]1[N:17]=[C:16]([C:18]([O:20][CH3:21])=[O:19])[CH:15]=[N:14][CH:13]=1.[Br:22]N1C(=O)CCC1=O, predict the reaction product. The product is: [Br:22][C:15]1[C:16]([C:18]([O:20][CH3:21])=[O:19])=[N:17][C:12]([NH:11][C@@H:3]2[C:4]3[C:9](=[CH:8][CH:7]=[CH:6][CH:5]=3)[CH2:10][C@@H:2]2[OH:1])=[CH:13][N:14]=1. (5) The product is: [F:38][CH:9]([F:8])[CH2:10][NH:11][C:12]1[N:13]=[C:14]2[CH2:36][CH:35]([CH3:37])[N:34]([S:40]([CH3:39])(=[O:42])=[O:41])[CH2:33][C:15]2=[N:16][C:17]=1[N:18]1[CH2:19][CH2:20][CH:21]([O:24][C:25]2[CH:30]=[CH:29][C:28]([F:31])=[CH:27][C:26]=2[F:32])[CH2:22][CH2:23]1.[C:2]([OH:3])([C:4]([F:7])([F:6])[F:5])=[O:1]. Given the reactants [OH:1][C:2]([C:4]([F:7])([F:6])[F:5])=[O:3].[F:8][CH:9]([F:38])[CH2:10][NH:11][C:12]1[N:13]=[C:14]2[CH2:36][CH:35]([CH3:37])[NH:34][CH2:33][C:15]2=[N:16][C:17]=1[N:18]1[CH2:23][CH2:22][CH:21]([O:24][C:25]2[CH:30]=[CH:29][C:28]([F:31])=[CH:27][C:26]=2[F:32])[CH2:20][CH2:19]1.[CH3:39][S:40](Cl)(=[O:42])=[O:41].CCN(C(C)C)C(C)C, predict the reaction product. (6) Given the reactants [Cl:1][C:2]1[CH:9]=[C:8]([OH:10])[CH:7]=[CH:6][C:3]=1[CH:4]=[O:5].[O:11]1[CH:16]=[CH:15][CH2:14][CH2:13][CH2:12]1.C1(C)C=CC(S([O-])(=O)=O)=CC=1.[NH+]1C=CC=CC=1.C(=O)(O)[O-].[Na+], predict the reaction product. The product is: [Cl:1][C:2]1[CH:9]=[C:8]([O:10][CH:12]2[CH2:13][CH2:14][CH2:15][CH2:16][O:11]2)[CH:7]=[CH:6][C:3]=1[CH:4]=[O:5]. (7) Given the reactants [Cl:1][CH2:2][C:3]([NH:5][C:6]1[CH:11]=[C:10]([N:12]2[CH:16]=[CH:15][CH:14]=[N:13]2)[N:9]=[C:8]([C:17]2[O:18][CH:19]=[CH:20][CH:21]=2)[N:7]=1)=[O:4].CC1[N:24]=COC=1C1N=C(N)C=C(N2C=CC=N2)N=1, predict the reaction product. The product is: [Cl:1][CH2:2][C:3]([NH:5][C:6]1[CH:11]=[C:10]([N:12]2[CH:16]=[CH:15][CH:14]=[N:13]2)[N:9]=[C:8]([C:17]2[O:18][CH:19]=[N:24][C:21]=2[CH3:20])[N:7]=1)=[O:4]. (8) Given the reactants S(Cl)(Cl)=O.[Cl:5][C:6]1[C:14]2[N:13]=[C:12]3[N:15]([C:19]4[CH:24]=[CH:23][C:22]([Cl:25])=[CH:21][C:20]=4[Cl:26])[CH2:16][CH2:17][CH2:18][N:11]3[C:10]=2[C:9]([CH2:27]O)=[CH:8][CH:7]=1.[C-:29]#[N:30].[Na+].C(Cl)C1C=CC=CC=1, predict the reaction product. The product is: [Cl:5][C:6]1[C:14]2[N:13]=[C:12]3[N:15]([C:19]4[CH:24]=[CH:23][C:22]([Cl:25])=[CH:21][C:20]=4[Cl:26])[CH2:16][CH2:17][CH2:18][N:11]3[C:10]=2[C:9]([CH2:27][C:29]#[N:30])=[CH:8][CH:7]=1. (9) Given the reactants [CH3:1][C:2]([O:5][C:6]([N:8]1[CH2:13][CH2:12][N:11]([CH2:14][C:15]2[CH:16]=[C:17]([C:21]3[C:26]([F:27])=[CH:25][CH:24]=[C:23]([CH2:28][NH:29][C:30]([C:32]4[CH:33]=[C:34]([CH:38]=[CH:39][CH:40]=4)[C:35](O)=[O:36])=[O:31])[CH:22]=3)[CH:18]=[CH:19][CH:20]=2)[CH2:10][C@@H:9]1[CH3:41])=[O:7])([CH3:4])[CH3:3].CN(C(ON1N=NC2C=CC=CC1=2)=[N+](C)C)C.F[P-](F)(F)(F)(F)F.[NH2:66][CH2:67][C:68]1[C:73]([CH2:74][CH3:75])=[N:72][C:71]2[N:76]([CH2:79][CH3:80])[N:77]=[CH:78][C:70]=2[C:69]=1[NH:81][CH:82]1[CH2:87][CH2:86][O:85][CH2:84][CH2:83]1.CCN(C(C)C)C(C)C, predict the reaction product. The product is: [CH2:79]([N:76]1[C:71]2=[N:72][C:73]([CH2:74][CH3:75])=[C:68]([CH2:67][NH:66][C:35]([C:34]3[CH:33]=[C:32]([C:30]([NH:29][CH2:28][C:23]4[CH:24]=[CH:25][C:26]([F:27])=[C:21]([C:17]5[CH:18]=[CH:19][CH:20]=[C:15]([CH2:14][N:11]6[CH2:12][CH2:13][N:8]([C:6]([O:5][C:2]([CH3:3])([CH3:1])[CH3:4])=[O:7])[C@@H:9]([CH3:41])[CH2:10]6)[CH:16]=5)[CH:22]=4)=[O:31])[CH:40]=[CH:39][CH:38]=3)=[O:36])[C:69]([NH:81][CH:82]3[CH2:83][CH2:84][O:85][CH2:86][CH2:87]3)=[C:70]2[CH:78]=[N:77]1)[CH3:80].